Predict which catalyst facilitates the given reaction. From a dataset of Catalyst prediction with 721,799 reactions and 888 catalyst types from USPTO. (1) Reactant: [F:1][C:2]1[CH:11]=[C:10]2[C:5]([C:6]([NH:19][C:20]3[CH:21]=[C:22]([CH:28]=[C:29]([N:31]4[CH2:36][CH2:35][O:34][CH2:33][CH2:32]4)[CH:30]=3)[C:23]([N:25]([CH3:27])[CH3:26])=O)=[C:7]([CH3:18])[C:8]([C:12]3[CH:17]=[CH:16][CH:15]=[CH:14][N:13]=3)=[N:9]2)=[CH:4][CH:3]=1.B. Product: [CH3:27][N:25]([CH2:23][C:22]1[CH:21]=[C:20]([NH:19][C:6]2[C:5]3[C:10](=[CH:11][C:2]([F:1])=[CH:3][CH:4]=3)[N:9]=[C:8]([C:12]3[CH:17]=[CH:16][CH:15]=[CH:14][N:13]=3)[C:7]=2[CH3:18])[CH:30]=[C:29]([N:31]2[CH2:32][CH2:33][O:34][CH2:35][CH2:36]2)[CH:28]=1)[CH3:26]. The catalyst class is: 1. (2) Reactant: [S:1]1[CH:5]=[CH:4][C:3]([C:6]([OH:8])=O)=[CH:2]1.Cl.[CH3:10][NH:11][CH3:12].C1CCC(N=C=NC2CCCCC2)CC1.C(N(CC)CC)C. Product: [CH3:10][N:11]([CH3:12])[C:6]([C:3]1[CH:4]=[CH:5][S:1][CH:2]=1)=[O:8]. The catalyst class is: 64. (3) Reactant: [C:1]([O:5][C:6]([N:8]1[C@@H:17]([C:18](O)=[O:19])[CH2:16][C:15]2[C:10](=[CH:11][CH:12]=[CH:13][CH:14]=2)[CH2:9]1)=[O:7])([CH3:4])([CH3:3])[CH3:2].C(N(CC)CC)C.ClC(OCC)=O.[BH4-].[Na+]. Product: [OH:19][CH2:18][C@H:17]1[CH2:16][C:15]2[C:10](=[CH:11][CH:12]=[CH:13][CH:14]=2)[CH2:9][N:8]1[C:6]([O:5][C:1]([CH3:4])([CH3:3])[CH3:2])=[O:7]. The catalyst class is: 36. (4) Reactant: [C:1]([O:4][C:5]1[C:10]([CH3:11])=[C:9]([CH3:12])[C:8]([OH:13])=[C:7]([C:14](=[O:16])[CH3:15])[C:6]=1[CH2:17][CH3:18])(=[O:3])[CH3:2].[C:19]1(=O)[CH2:22][CH2:21][CH2:20]1.N1CCCC1. Product: [C:1]([O:4][C:5]1[C:6]([CH2:17][CH3:18])=[C:7]2[C:8](=[C:9]([CH3:12])[C:10]=1[CH3:11])[O:13][C:19]1([CH2:22][CH2:21][CH2:20]1)[CH2:15][C:14]2=[O:16])(=[O:3])[CH3:2]. The catalyst class is: 11. (5) Reactant: FC(F)(F)C(O)=O.[C:8]([NH:11][C:12]1[CH:27]=[CH:26][C:15]([C:16]([NH:18][C:19]2[CH:24]=[CH:23][CH:22]=[CH:21][C:20]=2[NH2:25])=[O:17])=[CH:14][CH:13]=1)(=[O:10])[CH3:9].CCO.C([O-])(O)=O.[Na+]. Product: [C:8]([NH:11][C:12]1[CH:27]=[CH:26][C:15]([C:16]([NH:18][C:19]2[CH:24]=[CH:23][CH:22]=[CH:21][C:20]=2[NH2:25])=[O:17])=[CH:14][CH:13]=1)(=[O:10])[CH3:9]. The catalyst class is: 6. (6) Reactant: [Br:1][C:2]1[CH:7]=[C:6]([F:8])[CH:5]=[CH:4][C:3]=1[S:9]([NH:12][C:13]1[C:22]([C:23]([O:25][CH3:26])=[O:24])=[C:21]2[C:16]([C:17]3[CH2:29][CH2:28][O:27][C:18]=3[CH:19]=[N:20]2)=[CH:15][CH:14]=1)(=[O:11])=[O:10].[H-].[Na+].[H][H].Cl[C:35]([O:37][CH3:38])=[O:36]. Product: [Br:1][C:2]1[CH:7]=[C:6]([F:8])[CH:5]=[CH:4][C:3]=1[S:9]([N:12]([C:13]1[C:22]([C:23]([O:25][CH3:26])=[O:24])=[C:21]2[C:16]([C:17]3[CH2:29][CH2:28][O:27][C:18]=3[CH:19]=[N:20]2)=[CH:15][CH:14]=1)[C:35]([O:37][CH3:38])=[O:36])(=[O:10])=[O:11]. The catalyst class is: 56. (7) Reactant: F[C:2]1[C:3]([C:8]2[N:12]=[C:11]([C:13]3[CH:18]=[C:17]([C:19]#[N:20])[CH:16]=[C:15]([F:21])[CH:14]=3)[O:10][N:9]=2)=[N:4][CH:5]=[CH:6][CH:7]=1.[CH3:22][N:23]([CH3:38])[CH2:24][CH2:25][CH2:26][CH2:27][CH2:28][O:29]CCCCCN(C)C.[K]. Product: [CH3:22][N:23]([CH3:38])[CH2:24][CH2:25][CH2:26][CH2:27][CH2:28][O:29][C:2]1[C:3]([C:8]2[N:12]=[C:11]([C:13]3[CH:14]=[C:15]([F:21])[CH:16]=[C:17]([C:19]#[N:20])[CH:18]=3)[O:10][N:9]=2)=[N:4][CH:5]=[CH:6][CH:7]=1. The catalyst class is: 9.